Dataset: Catalyst prediction with 721,799 reactions and 888 catalyst types from USPTO. Task: Predict which catalyst facilitates the given reaction. (1) Reactant: Cl[C:2]1[N:7]=[C:6]([C:8]([CH:10]2[C:15](=[O:16])[CH2:14][CH2:13][CH2:12][C:11]2=[O:17])=[O:9])[CH:5]=[CH:4][C:3]=1[C:18]([F:21])([F:20])[F:19].[NH:22]1[CH:26]=[CH:25][CH:24]=[N:23]1.[H-].[Na+].O. Product: [N:22]1([C:2]2[N:7]=[C:6]([C:8]([CH:10]3[C:15](=[O:16])[CH2:14][CH2:13][CH2:12][C:11]3=[O:17])=[O:9])[CH:5]=[CH:4][C:3]=2[C:18]([F:21])([F:20])[F:19])[CH:26]=[CH:25][CH:24]=[N:23]1. The catalyst class is: 60. (2) Reactant: [NH2:1][C:2]1[CH:7]=[CH:6][C:5]([C:8]2[CH:13]=[CH:12][C:11]([C:14]([F:17])([F:16])[F:15])=[CH:10][CH:9]=2)=[CH:4][C:3]=1[C:18]#[N:19].[H-].[Al+3].[Li+].[H-].[H-].[H-]. Product: [NH2:19][CH2:18][C:3]1[CH:4]=[C:5]([C:8]2[CH:13]=[CH:12][C:11]([C:14]([F:15])([F:16])[F:17])=[CH:10][CH:9]=2)[CH:6]=[CH:7][C:2]=1[NH2:1]. The catalyst class is: 7. (3) Reactant: [O:1]([C@H:9]1[CH2:14][CH2:13][C@H:12]2[C@H:15]3[C@H:24]([CH2:25][CH2:26][C@:10]12[CH3:11])[C:23]1[CH:22]=[CH:21][C:20]([O:27][CH3:28])=[CH:19][C:18]=1[CH:17]([OH:29])[CH2:16]3)[Si:2]([C:5]([CH3:8])([CH3:7])[CH3:6])([CH3:4])[CH3:3]. Product: [O:1]([C@H:9]1[CH2:14][CH2:13][C@H:12]2[C@H:15]3[C@H:24]([CH2:25][CH2:26][C@:10]12[CH3:11])[C:23]1[CH:22]=[CH:21][C:20]([O:27][CH3:28])=[CH:19][C:18]=1[C:17](=[O:29])[CH2:16]3)[Si:2]([C:5]([CH3:8])([CH3:7])[CH3:6])([CH3:4])[CH3:3]. The catalyst class is: 327. (4) Reactant: [Cl:1][C:2]([Cl:7])([Cl:6])[C:3](Cl)=[O:4].[CH3:8][C:9]1[CH:13]=[CH:12][NH:11][CH:10]=1. Product: [Cl:1][C:2]([Cl:7])([Cl:6])[C:3]([C:12]1[NH:11][CH:10]=[C:9]([CH3:8])[CH:13]=1)=[O:4]. The catalyst class is: 27. (5) The catalyst class is: 14. Reactant: [Cl:1][C:2]1[CH:7]=[C:6]([C:8]2[N:16]=[C:15]([C:17]#[N:18])[N:14]=[C:13]3[C:9]=2[N:10]([CH2:31][C@H:32]2[CH2:37][CH2:36][C@H:35]([CH3:38])[CH2:34][CH2:33]2)[C:11]([N:19]2[CH2:24][CH2:23][O:22][CH2:21][C@H:20]2[C:25]2[CH:30]=[CH:29][CH:28]=[CH:27][CH:26]=2)=[N:12]3)[CH:5]=[C:4]([Cl:39])[N:3]=1.[NH2:40][OH:41]. Product: [Cl:39][C:4]1[CH:5]=[C:6]([C:8]2[N:16]=[C:15]([C:17](=[NH:18])[NH:40][OH:41])[N:14]=[C:13]3[C:9]=2[N:10]([CH2:31][C@H:32]2[CH2:37][CH2:36][C@H:35]([CH3:38])[CH2:34][CH2:33]2)[C:11]([N:19]2[CH2:24][CH2:23][O:22][CH2:21][C@H:20]2[C:25]2[CH:30]=[CH:29][CH:28]=[CH:27][CH:26]=2)=[N:12]3)[CH:7]=[C:2]([Cl:1])[N:3]=1. (6) Reactant: C([O:8][C:9](=[O:35])[CH2:10][C@@H:11]([N:24]1[CH:28]=[CH:27][C:26]([C:29]2[CH:34]=[CH:33][CH:32]=[CH:31][CH:30]=2)=[CH:25]1)[C:12]([NH:14][C@H:15]([C:20](=[O:23])[NH:21][CH3:22])[C:16]([CH3:19])([CH3:18])[CH3:17])=[O:13])C1C=CC=CC=1. Product: [CH3:17][C:16]([CH3:19])([CH3:18])[C@H:15]([NH:14][C:12](=[O:13])[C@H:11]([N:24]1[CH:28]=[CH:27][C:26]([C:29]2[CH:34]=[CH:33][CH:32]=[CH:31][CH:30]=2)=[CH:25]1)[CH2:10][C:9]([OH:35])=[O:8])[C:20](=[O:23])[NH:21][CH3:22]. The catalyst class is: 5. (7) Reactant: [Br:1][C:2]1[C:3]([CH3:13])=[C:4]([C:9]([OH:12])=[CH:10][CH:11]=1)[C:5]([O:7][CH3:8])=[O:6].[C:14](OC(=O)C)(=[O:16])[CH3:15]. Product: [C:14]([O:12][C:9]1[C:4]([C:5]([O:7][CH3:8])=[O:6])=[C:3]([CH3:13])[C:2]([Br:1])=[CH:11][CH:10]=1)(=[O:16])[CH3:15]. The catalyst class is: 17. (8) Reactant: Cl.Cl.[N:3]12[CH2:10][CH2:9][CH:6]([CH2:7][CH2:8]1)[C@H:5]([NH2:11])[CH2:4]2.[Br:12][C:13]1[S:17][C:16]([C:18](O)=[O:19])=[CH:15][CH:14]=1.O.ON1C2C=CC=CC=2N=N1.F[B-](F)(F)F.N1(OC(N(C)C)=[N+](C)C)C2C=CC=CC=2N=N1.C(N(CC)C(C)C)(C)C. Product: [N:3]12[CH2:10][CH2:9][CH:6]([CH2:7][CH2:8]1)[C@H:5]([NH:11][C:18]([C:16]1[S:17][C:13]([Br:12])=[CH:14][CH:15]=1)=[O:19])[CH2:4]2. The catalyst class is: 9.